Dataset: Reaction yield outcomes from USPTO patents with 853,638 reactions. Task: Predict the reaction yield, written as a fraction of the theoretical maximum amount of product (1.0 means a 100% yield; for example, 0.34 means a 34% yield). (1) The reactants are [CH2:1]([CH:4]1[CH2:8][N:7]([CH2:9][N:10]2[CH:14]=[CH:13][CH:12]=[CH:11]2)[C:6](=[O:15])[CH2:5]1)[CH2:2][CH3:3].[Cl:16]N1C(=O)CCC1=O.C(Cl)(Cl)(Cl)Cl. The catalyst is C1COCC1. The product is [Cl:16][C:14]1[N:10]([CH2:9][N:7]2[CH2:8][CH:4]([CH2:1][CH2:2][CH3:3])[CH2:5][C:6]2=[O:15])[CH:11]=[CH:12][CH:13]=1. The yield is 0.500. (2) The reactants are [F:1][C:2]1[CH:7]=[CH:6][C:5]([CH2:8][CH2:9][N:10]2[C:14](=[O:15])[CH2:13][CH2:12][C:11]2=[O:16])=[CH:4][CH:3]=1.C[O:18][C:19]([C:21]1[C:26]([C:27](OC)=[O:28])=[CH:25][CH:24]=[CH:23][N:22]=1)=O.[H-].[Na+].Cl. The catalyst is O1CCCC1.C(OCC)C.CO. The product is [F:1][C:2]1[CH:3]=[CH:4][C:5]([CH2:8][CH2:9][N:10]2[C:14](=[O:15])[C:13]3[C:19]([OH:18])=[C:21]4[C:26]([CH:25]=[CH:24][CH:23]=[N:22]4)=[C:27]([OH:28])[C:12]=3[C:11]2=[O:16])=[CH:6][CH:7]=1. The yield is 0.580. (3) The reactants are [N+:1]([C:4]1[CH:9]=[CH:8][C:7]([O:10][C@H:11]([CH3:14])[CH2:12][CH3:13])=[CH:6][CH:5]=1)([O-])=O. The catalyst is CCOC(C)=O.CCO.[Pd]. The product is [CH3:14][C@@H:11]([O:10][C:7]1[CH:6]=[CH:5][C:4]([NH2:1])=[CH:9][CH:8]=1)[CH2:12][CH3:13]. The yield is 0.960. (4) The catalyst is C1CCCCC1. The product is [ClH:35].[CH2:1]([C:5]1([N:32]([CH3:34])[CH3:33])[CH2:6][CH2:7][C:8]([C:21]2[N:22]([CH3:31])[C:23]3[C:28]([C:29]=2[CH3:30])=[CH:27][CH:26]=[CH:25][CH:24]=3)([C:11]2[NH:12][C:13]3[C:18]([C:19]=2[CH3:20])=[CH:17][CH:16]=[CH:15][CH:14]=3)[CH2:9][CH2:10]1)[CH2:2][CH2:3][CH3:4]. The yield is 0.910. The reactants are [CH2:1]([C:5]1([N:32]([CH3:34])[CH3:33])[CH2:10][CH2:9][C:8]([C:21]2[N:22]([CH3:31])[C:23]3[C:28]([C:29]=2[CH3:30])=[CH:27][CH:26]=[CH:25][CH:24]=3)([C:11]2[NH:12][C:13]3[C:18]([C:19]=2[CH3:20])=[CH:17][CH:16]=[CH:15][CH:14]=3)[CH2:7][CH2:6]1)[CH2:2][CH2:3][CH3:4].[Cl:35][Si](C)(C)C. (5) The reactants are [CH:1]1([C:4]2[N:9]=[C:8]([NH2:10])[CH:7]=[CH:6][N:5]=2)[CH2:3][CH2:2]1.Br[C:12]1[C:13](=[O:20])[N:14]([CH3:19])[CH:15]=[C:16]([Br:18])[CH:17]=1.C(=O)([O-])[O-].[Cs+].[Cs+].CC1(C)C2C(=C(P(C3C=CC=CC=3)C3C=CC=CC=3)C=CC=2)OC2C(P(C3C=CC=CC=3)C3C=CC=CC=3)=CC=CC1=2. The catalyst is C1C=CC(/C=C/C(/C=C/C2C=CC=CC=2)=O)=CC=1.C1C=CC(/C=C/C(/C=C/C2C=CC=CC=2)=O)=CC=1.C1C=CC(/C=C/C(/C=C/C2C=CC=CC=2)=O)=CC=1.[Pd].[Pd]. The product is [Br:18][C:16]1[CH:17]=[C:12]([NH:10][C:8]2[CH:7]=[CH:6][N:5]=[C:4]([CH:1]3[CH2:3][CH2:2]3)[N:9]=2)[C:13](=[O:20])[N:14]([CH3:19])[CH:15]=1. The yield is 0.590.